Dataset: Catalyst prediction with 721,799 reactions and 888 catalyst types from USPTO. Task: Predict which catalyst facilitates the given reaction. (1) Reactant: [C:1](Cl)(=O)[C:2]([Cl:4])=[O:3].[Br:7][C:8]1[CH:9]=C[C:11]([F:17])=[C:12]([CH:16]=1)C(O)=O. Product: [Br:7][C:8]1[CH:16]=[CH:12][C:11]([F:17])=[C:1]([CH:9]=1)[C:2]([Cl:4])=[O:3]. The catalyst class is: 120. (2) Reactant: [C:1]([CH2:23][OH:24])([C:4]([C:7]([C:10]([C:13]([C:16]([C:19]([F:22])([F:21])[F:20])([F:18])[F:17])([F:15])[F:14])([F:12])[F:11])([F:9])[F:8])([F:6])[F:5])([F:3])[F:2].[CH2:25](Br)[CH:26]=[CH2:27].[OH-].[K+]. Product: [C:1]([CH2:23][O:24][CH2:27][CH:26]=[CH2:25])([C:4]([C:7]([C:10]([C:13]([C:16]([C:19]([F:20])([F:21])[F:22])([F:17])[F:18])([F:15])[F:14])([F:12])[F:11])([F:9])[F:8])([F:6])[F:5])([F:3])[F:2]. The catalyst class is: 58. (3) Reactant: Br[C:2]1[C:7]([F:8])=[CH:6][C:5]([O:9][CH3:10])=[CH:4][C:3]=1[F:11].[Cl:12][C:13]1[CH:18]=[C:17]([CH2:19][C:20]([O:22]C)=[O:21])[CH:16]=[CH:15][C:14]=1B(O)O.C(=O)([O-])[O-].[Na+].[Na+]. Product: [Cl:12][C:13]1[CH:18]=[C:17]([CH2:19][C:20]([OH:22])=[O:21])[CH:16]=[CH:15][C:14]=1[C:2]1[C:7]([F:8])=[CH:6][C:5]([O:9][CH3:10])=[CH:4][C:3]=1[F:11]. The catalyst class is: 104. (4) Reactant: [Cl:1][C:2]1[C:3]2[CH:10]=[C:9](I)[N:8]([CH2:12][O:13][CH2:14][CH2:15][Si:16]([CH3:19])([CH3:18])[CH3:17])[C:4]=2[N:5]=[CH:6][N:7]=1.C([O-])(O)=O.[Na+].[F:25][CH:26]([F:49])[CH2:27][N:28]1[CH2:33][CH2:32][N:31]([C:34]2[CH:39]=[CH:38][C:37](B3OC(C)(C)C(C)(C)O3)=[CH:36][CH:35]=2)[CH2:30][CH2:29]1. Product: [Cl:1][C:2]1[C:3]2[CH:10]=[C:9]([C:37]3[CH:36]=[CH:35][C:34]([N:31]4[CH2:30][CH2:29][N:28]([CH2:27][CH:26]([F:49])[F:25])[CH2:33][CH2:32]4)=[CH:39][CH:38]=3)[N:8]([CH2:12][O:13][CH2:14][CH2:15][Si:16]([CH3:19])([CH3:18])[CH3:17])[C:4]=2[N:5]=[CH:6][N:7]=1. The catalyst class is: 38. (5) Reactant: [CH3:1][O:2][C:3]1[CH:4]=[C:5]([CH2:9][CH2:10][N:11]2[CH2:16][CH2:15][CH:14]([CH2:17][C:18]3[CH:23]=[C:22]([O:24][CH3:25])[CH:21]=[CH:20][C:19]=3Br)[CH2:13][CH2:12]2)[CH:6]=[CH:7][CH:8]=1.C([Li])CCC.[CH:32](=[O:34])[CH3:33].C(=O)([O-])O.[Na+]. Product: [CH3:1][O:2][C:3]1[CH:4]=[C:5]([CH2:9][CH2:10][N:11]2[CH2:16][CH2:15][CH:14]([CH2:17][C:18]3[CH:23]=[C:22]([O:24][CH3:25])[CH:21]=[CH:20][C:19]=3[CH:32]([OH:34])[CH3:33])[CH2:13][CH2:12]2)[CH:6]=[CH:7][CH:8]=1. The catalyst class is: 188. (6) Reactant: [CH3:1][C:2]1([CH3:14])[O:6][C:5](=[O:7])[NH:4][C@H:3]1[C:8]1[CH:13]=[CH:12][CH:11]=[CH:10][CH:9]=1.Br[C:16]1[CH:25]=[CH:24][C:19]([C:20]([O:22][CH3:23])=[O:21])=[C:18]([CH3:26])[CH:17]=1.P([O-])([O-])([O-])=O.[K+].[K+].[K+].CNCCNC. Product: [CH3:1][C:2]1([CH3:14])[O:6][C:5](=[O:7])[N:4]([C:16]2[CH:25]=[CH:24][C:19]([C:20]([O:22][CH3:23])=[O:21])=[C:18]([CH3:26])[CH:17]=2)[C@H:3]1[C:8]1[CH:9]=[CH:10][CH:11]=[CH:12][CH:13]=1. The catalyst class is: 321. (7) Reactant: [N+:1]([C:4]1[CH:9]=[C:8]([N+:10]([O-:12])=[O:11])[CH:7]=[CH:6][C:5]=1[CH2:13][C:14]([O:16][CH2:17][CH2:18][CH2:19][CH2:20][CH2:21][CH3:22])=[O:15])([O-:3])=[O:2].Cl[C:24]1[CH:31]=[CH:30][C:29]([N+:32]([O-:34])=[O:33])=[CH:28][C:25]=1[C:26]#[N:27].C(N(CC)CC)C.Cl. Product: [C:26]([C:25]1[CH:28]=[C:29]([N+:32]([O-:34])=[O:33])[CH:30]=[CH:31][C:24]=1[CH:13]([C:5]1[CH:6]=[CH:7][C:8]([N+:10]([O-:12])=[O:11])=[CH:9][C:4]=1[N+:1]([O-:3])=[O:2])[C:14]([O:16][CH2:17][CH2:18][CH2:19][CH2:20][CH2:21][CH3:22])=[O:15])#[N:27]. The catalyst class is: 39.